Predict the reactants needed to synthesize the given product. From a dataset of Full USPTO retrosynthesis dataset with 1.9M reactions from patents (1976-2016). (1) Given the product [F:11][C:7]1[CH:8]=[CH:9][CH:10]=[C:5]2[C:6]=1[CH:12]=[C:14]([CH2:15][CH2:22][N:19]1[CH2:20][CH2:21][C@@H:17]([OH:16])[CH2:18]1)[NH:3][C:4]2=[O:13], predict the reactants needed to synthesize it. The reactants are: C([N:3]([CH2:14][CH3:15])[C:4](=[O:13])[C:5]1[CH:10]=[CH:9][CH:8]=[C:7]([F:11])[C:6]=1[CH3:12])C.[OH:16][C@@H:17]1[CH2:21][CH2:20][N:19]([CH2:22]CC(N(OC)C)=O)[CH2:18]1. (2) Given the product [O:15]1[C:2]2([CH2:7][CH2:6][CH2:5][CH2:4][CH:3]2[C:8]([O:10][CH2:11][CH3:12])=[O:9])[O:1][CH2:13][CH2:14]1, predict the reactants needed to synthesize it. The reactants are: [O:1]=[C:2]1[CH2:7][CH2:6][CH2:5][CH2:4][CH:3]1[C:8]([O:10][CH2:11][CH3:12])=[O:9].[CH2:13](O)[CH2:14][OH:15].C1(C)C=CC(S(O)(=O)=O)=CC=1. (3) Given the product [Cl:13][CH2:14][C:15]([C:16]1[N:8]([S:9]([CH3:12])(=[O:11])=[O:10])[C:3]2[C:2]([CH:17]=1)=[CH:7][CH:6]=[CH:5][CH:4]=2)([OH:18])[CH3:19], predict the reactants needed to synthesize it. The reactants are: I[C:2]1[CH:7]=[CH:6][CH:5]=[CH:4][C:3]=1[NH:8][S:9]([CH3:12])(=[O:11])=[O:10].[Cl:13][CH2:14][C:15]([CH3:19])([OH:18])[C:16]#[CH:17]. (4) Given the product [O:9]=[C:10]1[CH:15]([N:16]2[C:24](=[O:25])[C:23]3[C:18](=[CH:19][CH:20]=[CH:21][C:22]=3[CH2:26][N:27]([CH3:28])[C:34]([CH:31]3[CH2:33][CH2:32]3)=[O:35])[C:17]2=[O:29])[CH2:14][CH2:13][C:12](=[O:30])[NH:11]1, predict the reactants needed to synthesize it. The reactants are: C(N(CC)CC)C.Cl.[O:9]=[C:10]1[CH:15]([N:16]2[C:24](=[O:25])[C:23]3[C:18](=[CH:19][CH:20]=[CH:21][C:22]=3[CH2:26][NH:27][CH3:28])[C:17]2=[O:29])[CH2:14][CH2:13][C:12](=[O:30])[NH:11]1.[CH:31]1([C:34](Cl)=[O:35])[CH2:33][CH2:32]1. (5) Given the product [CH:2]1([CH2:5][O:6][C:7]2[CH:12]=[C:11]([F:13])[C:10]([O:14][CH3:15])=[CH:9][C:8]=2[C:16]2[C:17]3[NH:24][C:23]([CH3:25])=[C:22]([C:26]([NH:28][C@@H:29]4[C@@H:34]([OH:35])[CH2:33][CH2:32][N:31]([C:36](=[O:39])[CH2:37][CH3:38])[CH2:30]4)=[O:27])[C:18]=3[N:19]=[CH:20][N:21]=2)[CH2:4][CH2:3]1, predict the reactants needed to synthesize it. The reactants are: Cl.[CH:2]1([CH2:5][O:6][C:7]2[CH:12]=[C:11]([F:13])[C:10]([O:14][CH3:15])=[CH:9][C:8]=2[C:16]2[C:17]3[NH:24][C:23]([CH3:25])=[C:22]([C:26]([NH:28][C@@H:29]4[C@@H:34]([OH:35])[CH2:33][CH2:32][NH:31][CH2:30]4)=[O:27])[C:18]=3[N:19]=[CH:20][N:21]=2)[CH2:4][CH2:3]1.[C:36](Cl)(=[O:39])[CH2:37][CH3:38]. (6) Given the product [Cl:1][C:2]1[CH:3]=[C:4]([C:9]([C:12]2[N:16]([C:17]3[CH:18]=[CH:19][C:20]([F:23])=[CH:21][CH:22]=3)[C:15]([CH2:24][OH:25])=[N:14][CH:13]=2)([CH3:11])[CH3:10])[CH:5]=[CH:6][C:7]=1[Cl:8], predict the reactants needed to synthesize it. The reactants are: [Cl:1][C:2]1[CH:3]=[C:4]([C:9]([C:12]2[N:16]([C:17]3[CH:22]=[CH:21][C:20]([F:23])=[CH:19][CH:18]=3)[C:15]([CH:24]=[O:25])=[N:14][CH:13]=2)([CH3:11])[CH3:10])[CH:5]=[CH:6][C:7]=1[Cl:8].C(O)C.[BH4-].[Na+]. (7) Given the product [O:1]1[C:6]2[CH:7]=[CH:8][C:9]([N:11]3[CH:15]=[C:14]([C:16]([OH:18])=[O:17])[N:13]=[C:12]3[C:21]3[CH:26]=[CH:25][C:24]([F:27])=[CH:23][CH:22]=3)=[CH:10][C:5]=2[O:4][CH2:3][CH2:2]1, predict the reactants needed to synthesize it. The reactants are: [O:1]1[C:6]2[CH:7]=[CH:8][C:9]([N:11]3[CH:15]=[C:14]([C:16]([O:18]CC)=[O:17])[N:13]=[C:12]3[C:21]3[CH:26]=[CH:25][C:24]([F:27])=[CH:23][CH:22]=3)=[CH:10][C:5]=2[O:4][CH2:3][CH2:2]1.CC(C1NC(=O)C(CCSC)NC(=O)C(NC(C(NC(C(NC(C(NC(C(N)CC(O)=O)=O)C(O)C)=O)CCSC)=O)CCCNC(N)=N)=O)CSSCC(C(NC(C(NC(C(NC(C(O)=O)C(C)C)=O)CCC(O)=O)=O)CC2C3C(=CC=CC=3)NC=2)=O)NC(=O)C2N(CCC2)C(=O)C(CCCNC(N)=N)NC(=O)C(CC2C=CC(O)=CC=2)NC(=O)C(C(C)C)NC(=O)C(CCCNC(N)=N)NC(=O)CNC1=O)C.[OH-].[Na+].Cl.